From a dataset of Forward reaction prediction with 1.9M reactions from USPTO patents (1976-2016). Predict the product of the given reaction. (1) Given the reactants Br[C:2]1[N:7]=[C:6]([N:8]([C:16]([O:18][C:19]([CH3:22])([CH3:21])[CH3:20])=[O:17])[C:9]([O:11][C:12]([CH3:15])([CH3:14])[CH3:13])=[O:10])[CH:5]=[N:4][CH:3]=1.C([O-])(=O)C.[K+].[CH3:28][C:29]1([CH3:45])[C:33]([CH3:35])([CH3:34])[O:32][B:31]([B:31]2[O:32][C:33]([CH3:35])([CH3:34])[C:29]([CH3:45])([CH3:28])[O:30]2)[O:30]1, predict the reaction product. The product is: [C:9]([N:8]([C:16]([O:18][C:19]([CH3:22])([CH3:21])[CH3:20])=[O:17])[C:6]1[CH:5]=[N:4][CH:3]=[C:2]([B:31]2[O:32][C:33]([CH3:35])([CH3:34])[C:29]([CH3:45])([CH3:28])[O:30]2)[N:7]=1)([O:11][C:12]([CH3:15])([CH3:14])[CH3:13])=[O:10]. (2) Given the reactants [NH2:1][C:2]1[CH:7]=[CH:6][C:5]([S:8]([N:11]([CH2:23][C:24]2[CH:29]=[CH:28][CH:27]=[CH:26][CH:25]=2)[C:12]2[C:17]([Cl:18])=[CH:16][C:15]([C:19]([F:22])([F:21])[F:20])=[CH:14][N:13]=2)(=[O:10])=[O:9])=[CH:4][CH:3]=1.C[Si]([N:34]=[C:35]=[O:36])(C)C, predict the reaction product. The product is: [CH2:23]([N:11]([C:12]1[C:17]([Cl:18])=[CH:16][C:15]([C:19]([F:22])([F:21])[F:20])=[CH:14][N:13]=1)[S:8]([C:5]1[CH:6]=[CH:7][C:2]([NH:1][C:35]([NH2:34])=[O:36])=[CH:3][CH:4]=1)(=[O:9])=[O:10])[C:24]1[CH:25]=[CH:26][CH:27]=[CH:28][CH:29]=1. (3) Given the reactants C([O:5][C:6]([C:8]1[CH:13]=[CH:12][C:11]([O:14][C:15]2[CH:20]=[CH:19][C:18]([NH:21][C:22]([O:24][C:25]([CH3:28])([CH3:27])[CH3:26])=[O:23])=[CH:17][CH:16]=2)=[CH:10][N:9]=1)=O)(C)(C)C.[H-].[H-].[H-].[H-].[Li+].[Al+3], predict the reaction product. The product is: [C:25]([O:24][C:22](=[O:23])[NH:21][C:18]1[CH:17]=[CH:16][C:15]([O:14][C:11]2[CH:10]=[N:9][C:8]([CH2:6][OH:5])=[CH:13][CH:12]=2)=[CH:20][CH:19]=1)([CH3:28])([CH3:26])[CH3:27]. (4) Given the reactants Cl[C:2]1[N:7]=[CH:6][C:5]([C:8]2[C:9]([CH2:22][CH3:23])=[C:10]([CH2:14][CH2:15][CH2:16][C:17]([O:19][CH2:20][CH3:21])=[O:18])[CH:11]=[CH:12][CH:13]=2)=[CH:4][N:3]=1.[CH3:24][CH:25]([O:27][C:28]1[C:33]([C:34]([F:37])([F:36])[F:35])=[CH:32][C:31](B2OC(C)(C)C(C)(C)O2)=[CH:30][N:29]=1)[CH3:26].P([O-])([O-])([O-])=O.[K+].[K+].[K+], predict the reaction product. The product is: [CH2:22]([C:9]1[C:8]([C:5]2[CH:4]=[N:3][C:2]([C:31]3[CH:30]=[N:29][C:28]([O:27][CH:25]([CH3:26])[CH3:24])=[C:33]([C:34]([F:37])([F:36])[F:35])[CH:32]=3)=[N:7][CH:6]=2)=[CH:13][CH:12]=[CH:11][C:10]=1[CH2:14][CH2:15][CH2:16][C:17]([O:19][CH2:20][CH3:21])=[O:18])[CH3:23].